This data is from Full USPTO retrosynthesis dataset with 1.9M reactions from patents (1976-2016). The task is: Predict the reactants needed to synthesize the given product. (1) Given the product [Cl:13][C:14]1[S:41][C:17]2[NH:18][C:19]([C:21]([NH:23][CH:24]3[CH2:33][C:32]4[C:27](=[CH:28][CH:29]=[CH:30][CH:31]=4)[N:26]([CH2:34][CH:35]4[CH2:38][O:39][C:1](=[O:2])[O:37][CH2:36]4)[C:25]3=[O:40])=[O:22])=[CH:20][C:16]=2[CH:15]=1, predict the reactants needed to synthesize it. The reactants are: [C:1](C1NC=CN=1)(C1NC=CN=1)=[O:2].[Cl:13][C:14]1[S:41][C:17]2[NH:18][C:19]([C:21]([NH:23][CH:24]3[CH2:33][C:32]4[C:27](=[CH:28][CH:29]=[CH:30][CH:31]=4)[N:26]([CH2:34][CH:35]([CH2:38][OH:39])[CH2:36][OH:37])[C:25]3=[O:40])=[O:22])=[CH:20][C:16]=2[CH:15]=1. (2) Given the product [F:27][C:24]1[CH:25]=[CH:26][C:21]([C:13]2[N:12]=[C:11]([Br:31])[N:10]([CH2:9][CH2:8][CH2:7][C:1]3[CH:6]=[CH:5][CH:4]=[CH:3][CH:2]=3)[C:14]=2[C:15]2[CH:20]=[CH:19][N:18]=[CH:17][CH:16]=2)=[CH:22][CH:23]=1, predict the reactants needed to synthesize it. The reactants are: [C:1]1([CH2:7][CH2:8][CH2:9][N:10]2[C:14]([C:15]3[CH:20]=[CH:19][N:18]=[CH:17][CH:16]=3)=[C:13]([C:21]3[CH:26]=[CH:25][C:24]([F:27])=[CH:23][CH:22]=3)[NH:12][C:11]2=O)[CH:6]=[CH:5][CH:4]=[CH:3][CH:2]=1.P(Br)(Br)([Br:31])=O.S1(CCCC1)(=O)=O.[OH-].[Na+]. (3) Given the product [CH3:23][NH:22][C:20]([C:16]1[CH:15]=[C:14]([O:13][C:11]2[CH:10]=[CH:9][C:7]3[N:8]=[C:4]([NH:38][C:34]4[CH:35]=[CH:36][CH:37]=[C:32]([CH2:31][CH2:30][N:24]5[CH2:25][CH2:26][CH2:27][CH2:28][CH2:29]5)[CH:33]=4)[O:5][C:6]=3[CH:12]=2)[CH:19]=[CH:18][N:17]=1)=[O:21], predict the reactants needed to synthesize it. The reactants are: CS([C:4]1[O:5][C:6]2[CH:12]=[C:11]([O:13][C:14]3[CH:19]=[CH:18][N:17]=[C:16]([C:20]([NH:22][CH3:23])=[O:21])[CH:15]=3)[CH:10]=[CH:9][C:7]=2[N:8]=1)=O.[N:24]1([CH2:30][CH2:31][C:32]2[CH:33]=[C:34]([NH2:38])[CH:35]=[CH:36][CH:37]=2)[CH2:29][CH2:28][CH2:27][CH2:26][CH2:25]1. (4) Given the product [CH2:33]([O:32][C:23]1[CH:24]=[CH:25][C:26]2[C:31](=[CH:30][CH:29]=[CH:28][CH:27]=2)[C:22]=1[CH2:21][N:18]1[C:19](=[O:20])[C@@H:13]([NH:12][C:11](=[O:40])[C@@H:9]([NH:7][CH3:6])[CH3:10])[CH2:14][CH2:15][C:16]2[CH:39]=[CH:38][CH:37]=[CH:36][C:17]1=2)[CH:34]=[CH2:35], predict the reactants needed to synthesize it. The reactants are: C(O[C:6](=O)[N:7]([C@H:9]([C:11](=[O:40])[NH:12][C@@H:13]1[C:19](=[O:20])[N:18]([CH2:21][C:22]2[C:31]3[C:26](=[CH:27][CH:28]=[CH:29][CH:30]=3)[CH:25]=[CH:24][C:23]=2[O:32][CH2:33][CH:34]=[CH2:35])[C:17]2[CH:36]=[CH:37][CH:38]=[CH:39][C:16]=2[CH2:15][CH2:14]1)[CH3:10])C)(C)(C)C.[BH3-]C#N.[Na+].[Si](Cl)(C)(C)C.[Si](I)(C)(C)C. (5) The reactants are: P([O-])([O-])([O-])=O.[K+].[K+].[K+].C1(C)C=CC=CC=1P([C:23]1[CH:28]=[CH:27][CH:26]=[CH:25][C:24]=1[CH3:29])C1C=CC=CC=1C.Br[C:32]1[C:44]2[C:43]3[C:38](=[CH:39][CH:40]=[CH:41][CH:42]=3)[C:37]3([C:56]4[C:55]([O:57][CH3:58])=[CH:54][CH:53]=[C:52](Br)[C:51]=4[C:50]4[C:45]3=[CH:46][CH:47]=[CH:48][CH:49]=4)[C:36]=2[C:35]([O:60][CH3:61])=[CH:34][CH:33]=1.[C:62]1(B(O)O)[C:71]2[C:66](=[CH:67][CH:68]=[CH:69][CH:70]=2)[CH:65]=[CH:64][CH:63]=1.[C:75]1(C)[CH:80]=CC=C[CH:76]=1. Given the product [C:62]1([C:32]2[C:44]3[C:43]4[C:38](=[CH:39][CH:40]=[CH:41][CH:42]=4)[C:37]4([C:56]5[C:55]([O:57][CH3:58])=[CH:54][CH:53]=[C:52]([C:25]6[C:24]7[C:23](=[CH:76][CH:75]=[CH:80][CH:29]=7)[CH:28]=[CH:27][CH:26]=6)[C:51]=5[C:50]5[C:45]4=[CH:46][CH:47]=[CH:48][CH:49]=5)[C:36]=3[C:35]([O:60][CH3:61])=[CH:34][CH:33]=2)[C:71]2[C:66](=[CH:67][CH:68]=[CH:69][CH:70]=2)[CH:65]=[CH:64][CH:63]=1, predict the reactants needed to synthesize it. (6) Given the product [F:1][C:2]1[CH:7]=[CH:6][C:5]([C:8]2[C:9]([C:26]3[CH:27]=[CH:28][CH:29]=[CH:30][CH:31]=3)=[C:10]([C:14]([C:16]([C:18]3[CH:23]=[CH:22][C:21]([CH3:24])=[C:20]([F:25])[CH:19]=3)=[O:17])=[O:15])[CH:11]=[CH:12][CH:13]=2)=[CH:4][CH:3]=1, predict the reactants needed to synthesize it. The reactants are: [F:1][C:2]1[CH:7]=[CH:6][C:5]([C:8]2[C:9]([C:26]3[CH:31]=[CH:30][CH:29]=[CH:28][CH:27]=3)=[C:10]([C:14]([CH:16]([C:18]3[CH:23]=[CH:22][C:21]([CH3:24])=[C:20]([F:25])[CH:19]=3)[OH:17])=[O:15])[CH:11]=[CH:12][CH:13]=2)=[CH:4][CH:3]=1.[Bi]=O. (7) Given the product [Cl:25][C:26]1[CH:27]=[C:28]([NH:29][C:2]2[CH:7]=[C:6]([NH:8][C:9]3[CH:10]=[C:11]([CH:19]=[CH:20][CH:21]=3)[C:12]([O:14][C:15]([CH3:17])([CH3:18])[CH3:16])=[O:13])[N:5]3[N:22]=[CH:23][CH:24]=[C:4]3[N:3]=2)[CH:30]=[CH:31][CH:32]=1, predict the reactants needed to synthesize it. The reactants are: Cl[C:2]1[CH:7]=[C:6]([NH:8][C:9]2[CH:10]=[C:11]([CH:19]=[CH:20][CH:21]=2)[C:12]([O:14][C:15]([CH3:18])([CH3:17])[CH3:16])=[O:13])[N:5]2[N:22]=[CH:23][CH:24]=[C:4]2[N:3]=1.[Cl:25][C:26]1[CH:27]=[C:28]([CH:30]=[CH:31][CH:32]=1)[NH2:29].Cl.O1CCOCC1.[OH-].[Na+]. (8) The reactants are: [F:1][C:2]1[CH:8]=[C:7]([O:9][C:10]2[CH:15]=[CH:14][C:13]([C:16]3[N:17]=[C:18]([CH2:21][O:22][C:23]4[CH:28]=[CH:27][CH:26]=[CH:25][CH:24]=4)[NH:19][CH:20]=3)=[CH:12][CH:11]=2)[CH:6]=[CH:5][C:3]=1[NH2:4].[N-:29]([C:32]#[N:33])[C:30]#[N:31].[Na+]. Given the product [C:30]([N:29]=[C:32]([NH2:33])[NH:4][C:3]1[CH:5]=[CH:6][C:7]([O:9][C:10]2[CH:11]=[CH:12][C:13]([C:16]3[N:17]=[C:18]([CH2:21][O:22][C:23]4[CH:24]=[CH:25][CH:26]=[CH:27][CH:28]=4)[NH:19][CH:20]=3)=[CH:14][CH:15]=2)=[CH:8][C:2]=1[F:1])#[N:31], predict the reactants needed to synthesize it. (9) Given the product [CH2:1]([CH:3]([CH:6]1[C:13]2[C:12]([C:14]3[CH:19]=[CH:18][C:17](=[O:20])[NH:16][CH:15]=3)=[N:11][NH:10][C:9]=2[C:8](=[O:22])[N:7]1[C:23]1[CH:24]=[CH:25][C:26]([C:29]2[CH:33]=[CH:32][O:31][N:30]=2)=[CH:27][CH:28]=1)[CH2:4][CH3:5])[CH3:2], predict the reactants needed to synthesize it. The reactants are: [CH2:1]([CH:3]([CH:6]1[C:13]2[C:12]([C:14]3[CH:15]=[N:16][C:17]([O:20]C)=[CH:18][CH:19]=3)=[N:11][NH:10][C:9]=2[C:8](=[O:22])[N:7]1[C:23]1[CH:28]=[CH:27][C:26]([C:29]2[CH:33]=[CH:32][O:31][N:30]=2)=[CH:25][CH:24]=1)[CH2:4][CH3:5])[CH3:2].[I-].[Na+].Cl[Si](C)(C)C.O. (10) Given the product [CH3:1][C:2]1[CH:3]=[CH:4][C:5]([C:8]2[CH:9]=[C:10]([CH:18]=[C:19]([C:21]([OH:30])([C:22]([F:25])([F:23])[F:24])[C:26]([F:27])([F:28])[F:29])[CH:20]=2)[C:11]([OH:13])=[O:12])=[N:6][CH:7]=1, predict the reactants needed to synthesize it. The reactants are: [CH3:1][C:2]1[CH:3]=[CH:4][C:5]([C:8]2[CH:9]=[C:10]([CH:18]=[C:19]([C:21]([OH:30])([C:26]([F:29])([F:28])[F:27])[C:22]([F:25])([F:24])[F:23])[CH:20]=2)[C:11]([O:13]C(C)(C)C)=[O:12])=[N:6][CH:7]=1.FC(F)(F)C(O)=O.